Predict the product of the given reaction. From a dataset of Forward reaction prediction with 1.9M reactions from USPTO patents (1976-2016). (1) Given the reactants [NH2:1][C:2]1[CH:3]=[CH:4][C:5]([S:12](=[O:25])(=[O:24])[NH:13][C:14]2[CH:15]=[CH:16][C:17]3[CH2:21][O:20][B:19]([OH:22])[C:18]=3[CH:23]=2)=[C:6]([CH2:8][C:9]([OH:11])=[O:10])[CH:7]=1.O.[CH:27](O)([CH3:29])[CH3:28], predict the reaction product. The product is: [NH2:1][C:2]1[CH:3]=[CH:4][C:5]([S:12](=[O:24])(=[O:25])[NH:13][C:14]2[CH:15]=[CH:16][C:17]3[CH2:21][O:20][B:19]([OH:22])[C:18]=3[CH:23]=2)=[C:6]([CH2:8][C:9]([O:11][CH:27]([CH3:29])[CH3:28])=[O:10])[CH:7]=1. (2) Given the reactants [CH3:1][O:2][CH2:3][CH2:4][O:5][CH2:6][CH2:7][O:8][CH2:9][CH2:10][O:11][CH2:12][CH2:13][O:14][CH2:15][CH2:16][O:17][CH2:18][CH2:19][O:20][CH2:21][CH2:22][O:23][CH2:24][CH2:25][NH:26][C:27]([C@@H:29]1[CH2:33][CH2:32][CH2:31][N:30]1[CH2:34][CH2:35][N:36]([CH3:79])[C:37](=[O:78])[C:38]1[CH:77]=[CH:76][CH:75]=[C:40]([C:41]([NH:43][C:44]2[CH:49]=[CH:48][C:47]([N:50]3[CH2:55][CH2:54]C[CH2:52][CH2:51]3)=[CH:46][C:45]=2[C:56]2[CH:61]=[C:60]([C:62](=[O:74])[NH:63][C@@H:64]3[C:73]4[C:68](=[CH:69][CH:70]=[CH:71][CH:72]=4)[CH2:67][CH2:66][CH2:65]3)[CH:59]=[CH:58][N:57]=2)=[O:42])[CH:39]=1)=[O:28].C(N(CC)C1C=CC(NC(=O)C2C=CC=C(C(N(C)CC=O)=O)C=2)=C(C2C=C(C(=O)N[C@@H]3C4C(=CC=CC=4)CCC3)C=CN=2)C=1)C, predict the reaction product. The product is: [CH3:1][O:2][CH2:3][CH2:4][O:5][CH2:6][CH2:7][O:8][CH2:9][CH2:10][O:11][CH2:12][CH2:13][O:14][CH2:15][CH2:16][O:17][CH2:18][CH2:19][O:20][CH2:21][CH2:22][O:23][CH2:24][CH2:25][NH:26][C:27]([C@@H:29]1[CH2:33][CH2:32][CH2:31][N:30]1[CH2:34][CH2:35][N:36]([CH3:79])[C:37](=[O:78])[C:38]1[CH:77]=[CH:76][CH:75]=[C:40]([C:41]([NH:43][C:44]2[CH:49]=[CH:48][C:47]([N:50]([CH2:55][CH3:54])[CH2:51][CH3:52])=[CH:46][C:45]=2[C:56]2[CH:61]=[C:60]([C:62](=[O:74])[NH:63][C@@H:64]3[C:73]4[C:68](=[CH:69][CH:70]=[CH:71][CH:72]=4)[CH2:67][CH2:66][CH2:65]3)[CH:59]=[CH:58][N:57]=2)=[O:42])[CH:39]=1)=[O:28]. (3) The product is: [C:13]([NH:6][C@H:2]([C:3]([OH:5])=[O:4])[CH2:1][SH:7])(=[O:14])[CH3:12]. Given the reactants [CH2:1]([S:7]CC(O)=O)[C@H:2]([NH2:6])[C:3]([OH:5])=[O:4].[CH2:12]1OC(CI)[O:14][CH:13]1CO, predict the reaction product. (4) Given the reactants [Cl:1][C:2]1[C:7](=[O:8])[N:6]([CH2:9][C:10]([NH:12][CH:13]([C:15]2[CH:16]=[N:17][N:18](COCC[Si](C)(C)C)[CH:19]=2)[CH3:14])=[O:11])[N:5]=[CH:4][C:3]=1[NH:28][C@@H:29]1[CH2:34][C@@H:33]2[CH2:35][C@@H:31]([C:32]2([CH3:37])[CH3:36])[C@H:30]1[CH3:38].Cl.O1CCOCC1, predict the reaction product. The product is: [Cl:1][C:2]1[C:7](=[O:8])[N:6]([CH2:9][C:10]([NH:12][CH:13]([C:15]2[CH:19]=[N:18][NH:17][CH:16]=2)[CH3:14])=[O:11])[N:5]=[CH:4][C:3]=1[NH:28][C@@H:29]1[CH2:34][C@@H:33]2[CH2:35][C@@H:31]([C:32]2([CH3:36])[CH3:37])[C@H:30]1[CH3:38]. (5) Given the reactants [CH2:1]([C:3]1[CH:15]=[C:14]([CH2:16][OH:17])[CH:13]=[CH:12][C:4]=1[O:5][CH2:6][C:7]([O:9][CH2:10][CH3:11])=[O:8])[CH3:2], predict the reaction product. The product is: [CH2:1]([C:3]1[CH:15]=[C:14]([CH:16]=[O:17])[CH:13]=[CH:12][C:4]=1[O:5][CH2:6][C:7]([O:9][CH2:10][CH3:11])=[O:8])[CH3:2]. (6) Given the reactants [CH3:1][Mg]Br.ClC1C=[C:7](C=CN=1)[C:8]#[N:9].[ClH:13].[CH2:14]1[CH2:18][O:17][CH2:16][CH2:15]1, predict the reaction product. The product is: [Cl:13][C:16]1[CH:15]=[C:14]([C:18](=[O:17])[CH3:1])[CH:7]=[CH:8][N:9]=1. (7) Given the reactants C[O:2][C:3]([C:5]1[CH:10]=[N:9][C:8]([N:11]2[CH2:15][CH2:14][CH2:13][CH2:12]2)=[C:7]([C:16]2[CH:21]=[CH:20][CH:19]=[CH:18][C:17]=2[Cl:22])[N:6]=1)=[O:4].[OH-].[Li+], predict the reaction product. The product is: [Cl:22][C:17]1[CH:18]=[CH:19][CH:20]=[CH:21][C:16]=1[C:7]1[N:6]=[C:5]([C:3]([OH:4])=[O:2])[CH:10]=[N:9][C:8]=1[N:11]1[CH2:12][CH2:13][CH2:14][CH2:15]1. (8) Given the reactants [CH:1]1([CH2:4][N:5]([C:12]2[CH:17]=[CH:16][C:15]([C:18]#[N:19])=[C:14]([C:20]#[N:21])[CH:13]=2)[CH:6]([CH2:10][CH3:11])[C:7]([OH:9])=O)[CH2:3][CH2:2]1.[CH2:22]([NH2:24])[CH3:23], predict the reaction product. The product is: [CH:1]1([CH2:4][N:5]([C:12]2[CH:17]=[CH:16][C:15]([C:18]#[N:19])=[C:14]([C:20]#[N:21])[CH:13]=2)[CH:6]([CH2:10][CH3:11])[C:7]([NH:24][CH2:22][CH3:23])=[O:9])[CH2:2][CH2:3]1. (9) Given the reactants [CH2:1]([O:3][C:4]1[CH:5]=[C:6]([C:13]([O:21]C)(OC)[CH2:14][CH2:15][C:16]([O-:18])=O)[CH:7]=[CH:8][C:9]=1[O:10][CH2:11][CH3:12])[CH3:2].[K+].ClC1C=C(Cl)C=C(Cl)C=1C(Cl)=O.[NH2:36][C:37]1[S:38][C:39]([CH2:53][C:54]2[CH:59]=[CH:58][CH:57]=[CH:56][CH:55]=2)=[C:40]([C:47]2[CH:52]=[CH:51][CH:50]=[CH:49][CH:48]=2)[C:41]=1[C:42]([O:44][CH2:45][CH3:46])=[O:43].Cl, predict the reaction product. The product is: [CH2:53]([C:39]1[S:38][C:37]([NH:36][C:16](=[O:18])[CH2:15][CH2:14][C:13]([C:6]2[CH:7]=[CH:8][C:9]([O:10][CH2:11][CH3:12])=[C:4]([O:3][CH2:1][CH3:2])[CH:5]=2)=[O:21])=[C:41]([C:42]([O:44][CH2:45][CH3:46])=[O:43])[C:40]=1[C:47]1[CH:52]=[CH:51][CH:50]=[CH:49][CH:48]=1)[C:54]1[CH:55]=[CH:56][CH:57]=[CH:58][CH:59]=1.